Task: Predict which catalyst facilitates the given reaction.. Dataset: Catalyst prediction with 721,799 reactions and 888 catalyst types from USPTO (1) Reactant: [F:1][C:2]1[CH:3]=[C:4]([C:17]2[O:41][C:20]3=[N:21][CH:22]=[CH:23][C:24]([NH:25][CH2:26][CH2:27][N:28]4[CH2:33][CH2:32][N:31](C(OC(C)(C)C)=O)[CH2:30][CH2:29]4)=[C:19]3[C:18]=2[C:42]2[CH:47]=[CH:46][CH:45]=[CH:44][CH:43]=2)[CH:5]=[CH:6][C:7]=1[O:8][CH2:9][CH2:10][N:11]1[CH2:16][CH2:15][CH2:14][CH2:13][CH2:12]1.FC(F)(F)C(O)=O. Product: [F:1][C:2]1[CH:3]=[C:4]([C:17]2[O:41][C:20]3[N:21]=[CH:22][CH:23]=[C:24]([NH:25][CH2:26][CH2:27][N:28]4[CH2:33][CH2:32][NH:31][CH2:30][CH2:29]4)[C:19]=3[C:18]=2[C:42]2[CH:43]=[CH:44][CH:45]=[CH:46][CH:47]=2)[CH:5]=[CH:6][C:7]=1[O:8][CH2:9][CH2:10][N:11]1[CH2:12][CH2:13][CH2:14][CH2:15][CH2:16]1. The catalyst class is: 4. (2) Reactant: [N:1]1[CH:6]=[CH:5][CH:4]=[CH:3][C:2]=1[CH:7]=[O:8].[Cl:9][C:10]1[C:15]([C:16]#[N:17])=[C:14]([C:18]([F:21])([F:20])[F:19])[CH:13]=[C:12]([NH:22][CH:23]([CH2:27]O)[CH:24]([CH3:26])[CH3:25])[N:11]=1.C1(C)C=CC(S(O)(=O)=O)=CC=1. Product: [Cl:9][C:10]1[C:15]([C:16]#[N:17])=[C:14]([C:18]([F:20])([F:21])[F:19])[CH:13]=[C:12]([N:22]2[CH:23]([CH:24]([CH3:26])[CH3:25])[CH2:27][O:8][CH:7]2[C:2]2[CH:3]=[CH:4][CH:5]=[CH:6][N:1]=2)[N:11]=1. The catalyst class is: 11. (3) Reactant: [ClH:1].O1CCOCC1.OC(C(F)(F)F)=O.[F:15][C:16]1[CH:44]=[CH:43][CH:42]=[CH:41][C:17]=1[C:18]([N:20]1[CH2:25][CH2:24][N:23](C(OC(C)(C)C)=O)[CH2:22][CH:21]1[CH2:33][O:34][C:35]1[CH:36]=[N:37][CH:38]=[CH:39][CH:40]=1)=[O:19]. Product: [ClH:1].[ClH:1].[F:15][C:16]1[CH:44]=[CH:43][CH:42]=[CH:41][C:17]=1[C:18]([N:20]1[CH2:25][CH2:24][NH:23][CH2:22][CH:21]1[CH2:33][O:34][C:35]1[CH:36]=[N:37][CH:38]=[CH:39][CH:40]=1)=[O:19]. The catalyst class is: 5. (4) Reactant: [F:1][C:2]([F:17])([F:16])[C:3]1[CH:8]=[CH:7][C:6]([N:9]2[CH:13]=[CH:12][C:11]([CH2:14][OH:15])=[N:10]2)=[CH:5][CH:4]=1.CC(OI1(OC(C)=O)(OC(C)=O)OC(=O)C2C=CC=CC1=2)=O. Product: [F:17][C:2]([F:1])([F:16])[C:3]1[CH:4]=[CH:5][C:6]([N:9]2[CH:13]=[CH:12][C:11]([CH:14]=[O:15])=[N:10]2)=[CH:7][CH:8]=1. The catalyst class is: 2. (5) Reactant: Cl[CH2:2][CH2:3][NH:4][C:5]([NH:7][C:8]1[CH:13]=[CH:12][C:11]([C:14]2[CH:19]=[C:18]([NH:20][CH2:21][C:22]3[CH:27]=[CH:26][C:25]([Cl:28])=[CH:24][C:23]=3[Cl:29])[N:17]3[N:30]=[CH:31][CH:32]=[C:16]3[N:15]=2)=[CH:10][CH:9]=1)=[O:6].[H-].[Na+].C(=O)(O)[O-].[Na+]. Product: [Cl:29][C:23]1[CH:24]=[C:25]([Cl:28])[CH:26]=[CH:27][C:22]=1[CH2:21][NH:20][C:18]1[N:17]2[N:30]=[CH:31][CH:32]=[C:16]2[N:15]=[C:14]([C:11]2[CH:12]=[CH:13][C:8]([N:7]3[CH2:2][CH2:3][NH:4][C:5]3=[O:6])=[CH:9][CH:10]=2)[CH:19]=1. The catalyst class is: 3. (6) Reactant: [CH3:1][C:2]1([CH3:9])[CH2:7][CH2:6][CH:5]([OH:8])[CH2:4][CH2:3]1.C(N(CC)CC)C.[CH3:17][S:18](Cl)(=[O:20])=[O:19]. Product: [CH3:17][S:18]([O:8][CH:5]1[CH2:6][CH2:7][C:2]([CH3:9])([CH3:1])[CH2:3][CH2:4]1)(=[O:20])=[O:19]. The catalyst class is: 2. (7) Reactant: C([O:3][C:4]([C:6]1[NH:16][C:9]2=[N:10][CH:11]=[CH:12][C:13]([O:14][CH3:15])=[C:8]2[CH:7]=1)=O)C.[H-].[H-].[H-].[H-].[Li+].[Al+3].O. Product: [CH3:15][O:14][C:13]1[CH:12]=[CH:11][N:10]=[C:9]2[NH:16][C:6]([CH2:4][OH:3])=[CH:7][C:8]=12. The catalyst class is: 1.